Predict the reactants needed to synthesize the given product. From a dataset of Full USPTO retrosynthesis dataset with 1.9M reactions from patents (1976-2016). (1) Given the product [CH3:17][O:16][C:10]1[CH:9]=[C:8]([CH:13]=[CH:12][C:11]=1[O:14][CH3:15])[C:7]([NH:6][C@@H:5]([C:19]1[CH:20]=[C:21]([CH:25]=[CH:26][CH:27]=1)[C:22]([OH:24])=[O:23])[CH2:4][C:1](=[O:2])[NH:34][CH3:32])=[O:18], predict the reactants needed to synthesize it. The reactants are: [C:1]([CH2:4][C@H:5]([C:19]1[CH:20]=[C:21]([CH:25]=[CH:26][CH:27]=1)[C:22]([OH:24])=[O:23])[NH:6][C:7](=[O:18])[C:8]1[CH:13]=[CH:12][C:11]([O:14][CH3:15])=[C:10]([O:16][CH3:17])[CH:9]=1)(O)=[O:2].C1C=CC2N(O)N=[N:34][C:32]=2C=1.C(Cl)CCl.CCN(CC)CC.CN.C1COCC1. (2) Given the product [CH3:12][O:13][CH2:14][CH2:15][NH:16][CH2:9][CH2:8][NH:7][C:6](=[O:11])[O:5][C:1]([CH3:4])([CH3:3])[CH3:2], predict the reactants needed to synthesize it. The reactants are: [C:1]([O:5][C:6](=[O:11])[NH:7][CH2:8][CH2:9]Br)([CH3:4])([CH3:3])[CH3:2].[CH3:12][O:13][CH2:14][CH2:15][NH2:16].C(N(CC)C(C)C)(C)C. (3) Given the product [C:10]1([S:16]([CH2:19][C@@H:20]([C@@H:28]2[C@:36]3([CH3:37])[C@H:31]([C@@H:32]([O:38][Si:39]([C:42]([CH3:45])([CH3:44])[CH3:43])([CH3:40])[CH3:41])[CH2:33][CH2:34][CH2:35]3)[CH2:30][CH2:29]2)[CH2:21][CH2:22][CH2:23][C:24]([CH3:27])([O:26][Si:2]([CH3:9])([CH3:8])[CH3:1])[CH3:25])(=[O:18])=[O:17])[CH:15]=[CH:14][CH:13]=[CH:12][CH:11]=1, predict the reactants needed to synthesize it. The reactants are: [CH3:1][Si:2]([CH3:9])([CH3:8])N1C=CN=C1.[C:10]1([S:16]([CH2:19][C@@H:20]([C@@H:28]2[C@:36]3([CH3:37])[C@H:31]([C@@H:32]([O:38][Si:39]([C:42]([CH3:45])([CH3:44])[CH3:43])([CH3:41])[CH3:40])[CH2:33][CH2:34][CH2:35]3)[CH2:30][CH2:29]2)[CH2:21][CH2:22][CH2:23][C:24]([CH3:27])([OH:26])[CH3:25])(=[O:18])=[O:17])[CH:15]=[CH:14][CH:13]=[CH:12][CH:11]=1. (4) The reactants are: [F:1][C:2]([F:36])([F:35])[C:3]1[CH:4]=[C:5]([CH:28]=[C:29]([C:31]([F:34])([F:33])[F:32])[CH:30]=1)[CH2:6][N:7]([C@@H:14]1[C:20]2=[CH:21][C:22]3[CH2:23][O:24][CH2:25][C:26]=3[CH:27]=[C:19]2[NH:18][CH2:17][CH2:16][CH2:15]1)[C:8]1[N:9]=[N:10][N:11]([CH3:13])[N:12]=1.[CH:37]([C:39]1[S:43][C:42]([C:44]([OH:46])=[O:45])=[CH:41][CH:40]=1)=O.C(O)(=O)C.[BH-](OC(C)=O)(OC(C)=O)OC(C)=O.[Na+]. Given the product [F:36][C:2]([F:1])([F:35])[C:3]1[CH:4]=[C:5]([CH:28]=[C:29]([C:31]([F:32])([F:33])[F:34])[CH:30]=1)[CH2:6][N:7]([C:8]1[N:9]=[N:10][N:11]([CH3:13])[N:12]=1)[C@@H:14]1[C:20]2=[CH:21][C:22]3[CH2:23][O:24][CH2:25][C:26]=3[CH:27]=[C:19]2[N:18]([CH2:37][C:39]2[S:43][C:42]([C:44]([OH:46])=[O:45])=[CH:41][CH:40]=2)[CH2:17][CH2:16][CH2:15]1, predict the reactants needed to synthesize it. (5) The reactants are: [C:1]([O:5][C:6]([N:8]1[CH2:13][CH2:12][CH:11]([NH:14][C:15]2[CH:20]=[CH:19][CH:18]=[CH:17][CH:16]=2)[CH2:10][CH2:9]1)=[O:7])([CH3:4])([CH3:3])[CH3:2].Cl[CH2:22][C:23]1[CH:24]=[C:25]([C:29]2[CH:34]=[C:33]([O:35][CH3:36])[C:32]([O:37][CH3:38])=[C:31]([O:39][CH3:40])[CH:30]=2)[CH:26]=[N:27][CH:28]=1. Given the product [C:1]([O:5][C:6]([N:8]1[CH2:9][CH2:10][CH:11]([N:14]([C:15]2[CH:20]=[CH:19][CH:18]=[CH:17][CH:16]=2)[CH2:22][C:23]2[CH:24]=[C:25]([C:29]3[CH:34]=[C:33]([O:35][CH3:36])[C:32]([O:37][CH3:38])=[C:31]([O:39][CH3:40])[CH:30]=3)[CH:26]=[N:27][CH:28]=2)[CH2:12][CH2:13]1)=[O:7])([CH3:4])([CH3:2])[CH3:3], predict the reactants needed to synthesize it. (6) The reactants are: [CH3:1][O:2][C:3]1[N:4]=[CH:5][N:6]([C:8]2[CH:13]=[CH:12][C:11]([N+:14]([O-])=O)=[CH:10][C:9]=2[O:17][CH3:18])[CH:7]=1. Given the product [CH3:18][O:17][C:9]1[CH:10]=[C:11]([CH:12]=[CH:13][C:8]=1[N:6]1[CH:7]=[C:3]([O:2][CH3:1])[N:4]=[CH:5]1)[NH2:14], predict the reactants needed to synthesize it.